From a dataset of Full USPTO retrosynthesis dataset with 1.9M reactions from patents (1976-2016). Predict the reactants needed to synthesize the given product. (1) The reactants are: Cl.Cl.[CH3:3][C:4]1[N:8]=[C:7]([N:9]2[CH2:14][CH2:13][CH:12]([NH2:15])[CH2:11][CH2:10]2)[S:6][N:5]=1.Cl[C:17]1[N:22]=[C:21]([C:23]([OH:26])([CH3:25])[CH3:24])[CH:20]=[C:19]([C:27]2[CH:32]=[CH:31][C:30]([C:33]([F:36])([F:35])[F:34])=[CH:29][CH:28]=2)[N:18]=1.C(N(CC)C(C)C)(C)C. Given the product [CH3:3][C:4]1[N:8]=[C:7]([N:9]2[CH2:10][CH2:11][CH:12]([NH:15][C:17]3[N:22]=[C:21]([C:23]([OH:26])([CH3:25])[CH3:24])[CH:20]=[C:19]([C:27]4[CH:32]=[CH:31][C:30]([C:33]([F:36])([F:34])[F:35])=[CH:29][CH:28]=4)[N:18]=3)[CH2:13][CH2:14]2)[S:6][N:5]=1, predict the reactants needed to synthesize it. (2) Given the product [CH2:25]([N:32]1[CH2:37][CH2:36][O:35][CH:34]([CH2:38][N:3]2[C:11]3[C:6](=[CH:7][CH:8]=[CH:9][CH:10]=3)[C:5]3([C:23]4[C:14](=[CH:15][C:16]5[O:21][CH2:20][CH2:19][O:18][C:17]=5[CH:22]=4)[O:13][CH2:12]3)[C:4]2=[O:24])[CH2:33]1)[C:26]1[CH:27]=[CH:28][CH:29]=[CH:30][CH:31]=1, predict the reactants needed to synthesize it. The reactants are: [H-].[Na+].[NH:3]1[C:11]2[C:6](=[CH:7][CH:8]=[CH:9][CH:10]=2)[C:5]2([C:23]3[C:14](=[CH:15][C:16]4[O:21][CH2:20][CH2:19][O:18][C:17]=4[CH:22]=3)[O:13][CH2:12]2)[C:4]1=[O:24].[CH2:25]([N:32]1[CH2:37][CH2:36][O:35][CH:34]([CH2:38]Cl)[CH2:33]1)[C:26]1[CH:31]=[CH:30][CH:29]=[CH:28][CH:27]=1.[I-].[K+]. (3) Given the product [C:5]([CH2:4][NH:23][C:21]([C@@H:20]1[CH2:8][CH2:9][CH2:10][CH2:11][C@@H:12]1[NH:13][C:16]([C:12]1[NH:13][C:14]2[C:10]([CH:11]=1)=[CH:9][CH:8]=[C:7]([CH2:6][N:1]1[CH:5]=[CH:4][N:3]=[CH:2]1)[CH:15]=2)=[O:18])=[O:22])#[N:1], predict the reactants needed to synthesize it. The reactants are: [N:1]1([CH2:6][C:7]2[CH:15]=[C:14]3[C:10]([CH:11]=[C:12]([C:16]([OH:18])=O)[NH:13]3)=[CH:9][CH:8]=2)[CH:5]=[CH:4][N:3]=[CH:2]1.N[CH2:20][C:21]([NH2:23])=[O:22]. (4) Given the product [N:27]1([C:32]2[CH:33]=[C:34]([NH:35][C:2]3[C:7]([C:8]#[N:9])=[CH:6][N:5]=[C:4]([NH:10][C@@H:11]4[C:16]([F:18])([F:17])[CH2:15][CH2:14][CH2:13][C@@H:12]4[NH:19][C:20](=[O:26])[O:21][C:22]([CH3:25])([CH3:24])[CH3:23])[N:3]=3)[CH:36]=[CH:37][CH:38]=2)[CH:31]=[CH:30][CH:29]=[N:28]1, predict the reactants needed to synthesize it. The reactants are: Cl[C:2]1[C:7]([C:8]#[N:9])=[CH:6][N:5]=[C:4]([NH:10][C@@H:11]2[C:16]([F:18])([F:17])[CH2:15][CH2:14][CH2:13][C@@H:12]2[NH:19][C:20](=[O:26])[O:21][C:22]([CH3:25])([CH3:24])[CH3:23])[N:3]=1.[N:27]1([C:32]2[CH:33]=[C:34]([CH:36]=[CH:37][CH:38]=2)[NH2:35])[CH:31]=[CH:30][CH:29]=[N:28]1.C([O-])([O-])=O.[Cs+].[Cs+]. (5) Given the product [Cl:27][C:24]1[CH:23]=[CH:22][C:21]([C:18]2[N:17]=[C:16]([CH:14]([O:11][C:10]3[C:2]([F:1])=[C:3]([C:7]([F:12])=[CH:8][CH:9]=3)[C:4]([NH2:6])=[O:5])[CH3:15])[S:20][N:19]=2)=[CH:26][CH:25]=1, predict the reactants needed to synthesize it. The reactants are: [F:1][C:2]1[C:10]([OH:11])=[CH:9][CH:8]=[C:7]([F:12])[C:3]=1[C:4]([NH2:6])=[O:5].Br[CH:14]([C:16]1[S:20][N:19]=[C:18]([C:21]2[CH:26]=[CH:25][C:24]([Cl:27])=[CH:23][CH:22]=2)[N:17]=1)[CH3:15]. (6) Given the product [Br:27][C:6]1[N:11]=[C:10]([NH:12][S:13]([C:16]2[CH:21]=[CH:20][CH:19]=[C:18]([Cl:22])[C:17]=2[Cl:23])(=[O:15])=[O:14])[C:9]([O:24][CH3:25])=[N:8][C:7]=1[F:26], predict the reactants needed to synthesize it. The reactants are: N([O-])=O.[Na+].N[C:6]1[N:11]=[C:10]([NH:12][S:13]([C:16]2[CH:21]=[CH:20][CH:19]=[C:18]([Cl:22])[C:17]=2[Cl:23])(=[O:15])=[O:14])[C:9]([O:24][CH3:25])=[N:8][C:7]=1[F:26].[BrH:27]. (7) Given the product [I:37][C:34]1[CH:35]=[CH:36][CH:31]=[CH:32][CH:33]=1.[CH2:7]1[C:8]2[C:4](=[CH:3][C:2]([N:1]3[C:19]4[C:20](=[O:38])[N:21]([CH3:31])[CH2:22][CH2:23][C:24]=4[C:25]([C:26]([F:29])([F:28])[F:27])=[N:11]3)=[CH:10][CH:9]=2)[CH2:5][NH:6]1.[CH3:26][C:25]([OH:30])=[O:12], predict the reactants needed to synthesize it. The reactants are: [NH2:1][C:2]1[CH:3]=[C:4]2[C:8](=[CH:9][CH:10]=1)[CH2:7][NH:6][CH2:5]2.[N:11]([O-])=[O:12].[Na+].Cl[Sn]Cl.O[C:19]1[C:20](=[O:38])[N:21]([C:31]2[CH:36]=[CH:35][C:34]([I:37])=[CH:33][CH:32]=2)[CH2:22][CH2:23][C:24]=1[C:25](=[O:30])[C:26]([F:29])([F:28])[F:27]. (8) Given the product [O:24]1[CH2:25][CH2:26][CH2:27][CH2:28][CH:23]1[O:22][CH2:21][CH2:20][N:8]1[C:5]2[C:4](=[CH:3][C:2]([CH3:1])=[CH:7][CH:6]=2)[C:10]2([CH2:15][CH2:14][NH:13][CH2:12][CH2:11]2)[C:9]1=[O:16], predict the reactants needed to synthesize it. The reactants are: [CH3:1][C:2]1[CH:3]=[C:4]2[C:10]3([CH2:15][CH2:14][NH:13][CH2:12][CH2:11]3)[C:9](=[O:16])[NH:8][C:5]2=[CH:6][CH:7]=1.[H-].[Na+].Br[CH2:20][CH2:21][O:22][CH:23]1[CH2:28][CH2:27][CH2:26][CH2:25][O:24]1. (9) Given the product [CH3:15][O:14][C:7]1[C:8]([O:12][CH3:13])=[CH:9][CH:10]=[C:11]2[C:6]=1[CH:5]=[C:4]([NH:16][C:17]1[CH:21]=[C:20]([CH3:22])[NH:19][N:18]=1)[N:3]=[C:2]2[C:23]1[CH:28]=[CH:27][CH:26]=[CH:25][CH:24]=1, predict the reactants needed to synthesize it. The reactants are: Cl[C:2]1[C:11]2[C:6](=[C:7]([O:14][CH3:15])[C:8]([O:12][CH3:13])=[CH:9][CH:10]=2)[CH:5]=[C:4]([NH:16][C:17]2[CH:21]=[C:20]([CH3:22])[NH:19][N:18]=2)[N:3]=1.[C:23]1(B(O)O)[CH:28]=[CH:27][CH:26]=[CH:25][CH:24]=1.